This data is from Catalyst prediction with 721,799 reactions and 888 catalyst types from USPTO. The task is: Predict which catalyst facilitates the given reaction. (1) Reactant: [CH:1]12[CH2:7][CH:4]([CH:5]=[CH:6]1)[C:3](=[O:8])[NH:2]2.N1C=CC=CC=1.[C:15](Cl)(=[O:19])[CH:16]([CH3:18])[CH3:17].O. Product: [C:15]([N:2]1[C:3](=[O:8])[CH:4]2[CH2:7][CH:1]1[CH:6]=[CH:5]2)(=[O:19])[CH:16]([CH3:18])[CH3:17]. The catalyst class is: 10. (2) Reactant: [NH2:1][C:2]1[CH:10]=[CH:9][C:8]([N:11]2[CH2:16][CH2:15][O:14][CH2:13][CH2:12]2)=[CH:7][C:3]=1[C:4]([NH2:6])=[O:5].[Cl:17][C:18]1[N:23]=[C:22](Cl)[C:21]([Cl:25])=[CH:20][N:19]=1.C(=O)([O-])[O-].[K+].[K+]. Product: [Cl:17][C:18]1[N:23]=[C:22]([NH:1][C:2]2[CH:10]=[CH:9][C:8]([N:11]3[CH2:12][CH2:13][O:14][CH2:15][CH2:16]3)=[CH:7][C:3]=2[C:4]([NH2:6])=[O:5])[C:21]([Cl:25])=[CH:20][N:19]=1. The catalyst class is: 20. (3) Reactant: [CH3:1][C:2]1[C:7]([CH2:8][NH:9][C:10]2[N:15]=[CH:14][N:13]=[C:12]3[N:16]([CH2:19][C:20]4[CH:25]=[CH:24][C:23]([CH2:26][N:27]5[CH:32]=[CH:31][CH:30]=[CH:29][C:28]5=[O:33])=[CH:22][CH:21]=4)[N:17]=[CH:18][C:11]=23)=[C:6]([CH3:34])[N:5]=[C:4]([NH:35]C(=O)OC(C)(C)C)[CH:3]=1.C(O)(C(F)(F)F)=O. Product: [NH2:35][C:4]1[N:5]=[C:6]([CH3:34])[C:7]([CH2:8][NH:9][C:10]2[N:15]=[CH:14][N:13]=[C:12]3[N:16]([CH2:19][C:20]4[CH:25]=[CH:24][C:23]([CH2:26][N:27]5[CH:32]=[CH:31][CH:30]=[CH:29][C:28]5=[O:33])=[CH:22][CH:21]=4)[N:17]=[CH:18][C:11]=23)=[C:2]([CH3:1])[CH:3]=1. The catalyst class is: 2. (4) Reactant: [CH2:1]([N:8]1[C:13](=[O:14])[C:12]2[C:15]([Br:18])=[N:16][NH:17][C:11]=2[N:10]=[C:9]1[CH:19](Br)[CH2:20][CH3:21])[C:2]1[CH:7]=[CH:6][CH:5]=[CH:4][CH:3]=1.[CH3:23][N:24]([CH3:28])[CH2:25][CH2:26][NH2:27]. Product: [CH2:1]([N:8]1[C:13](=[O:14])[C:12]2[C:15]([Br:18])=[N:16][NH:17][C:11]=2[N:10]=[C:9]1[CH:19]([NH:27][CH2:26][CH2:25][N:24]([CH3:28])[CH3:23])[CH2:20][CH3:21])[C:2]1[CH:7]=[CH:6][CH:5]=[CH:4][CH:3]=1. The catalyst class is: 8. (5) Reactant: [CH2:1]([C:4]1[C:12]2[O:11][C:10]([CH3:13])=[C:9]([C:14]3[CH:19]=[CH:18][CH:17]=[CH:16][CH:15]=3)[C:8]=2[CH:7]=[CH:6][C:5]=1[OH:20])[CH:2]=[CH2:3]. Product: [CH3:13][C:10]1[O:11][C:12]2[C:4]([CH2:1][CH2:2][CH3:3])=[C:5]([OH:20])[CH:6]=[CH:7][C:8]=2[C:9]=1[C:14]1[CH:19]=[CH:18][CH:17]=[CH:16][CH:15]=1. The catalyst class is: 63. (6) Reactant: [N+:1]([C:4]1[CH:12]=[CH:11][C:10]([C:13]([NH2:15])=[O:14])=[C:9]2[C:5]=1[CH:6]=[C:7]([C:16]1[CH:21]=[CH:20][CH:19]=[CH:18][CH:17]=1)[NH:8]2)([O-])=O. Product: [NH2:1][C:4]1[CH:12]=[CH:11][C:10]([C:13]([NH2:15])=[O:14])=[C:9]2[C:5]=1[CH:6]=[C:7]([C:16]1[CH:17]=[CH:18][CH:19]=[CH:20][CH:21]=1)[NH:8]2. The catalyst class is: 19.